This data is from NCI-60 drug combinations with 297,098 pairs across 59 cell lines. The task is: Regression. Given two drug SMILES strings and cell line genomic features, predict the synergy score measuring deviation from expected non-interaction effect. (1) Drug 1: CN(CC1=CN=C2C(=N1)C(=NC(=N2)N)N)C3=CC=C(C=C3)C(=O)NC(CCC(=O)O)C(=O)O. Drug 2: CN(CCCl)CCCl.Cl. Cell line: HCT116. Synergy scores: CSS=51.3, Synergy_ZIP=-1.87, Synergy_Bliss=-6.85, Synergy_Loewe=-12.8, Synergy_HSA=-5.88. (2) Drug 1: CC12CCC(CC1=CCC3C2CCC4(C3CC=C4C5=CN=CC=C5)C)O. Drug 2: CN(CCCl)CCCl.Cl. Cell line: K-562. Synergy scores: CSS=25.8, Synergy_ZIP=-8.34, Synergy_Bliss=-1.68, Synergy_Loewe=-1.45, Synergy_HSA=-1.39. (3) Drug 2: COCCOC1=C(C=C2C(=C1)C(=NC=N2)NC3=CC=CC(=C3)C#C)OCCOC.Cl. Synergy scores: CSS=-2.80, Synergy_ZIP=-2.26, Synergy_Bliss=-5.36, Synergy_Loewe=-1.36, Synergy_HSA=-5.09. Drug 1: CCC(=C(C1=CC=CC=C1)C2=CC=C(C=C2)OCCN(C)C)C3=CC=CC=C3.C(C(=O)O)C(CC(=O)O)(C(=O)O)O. Cell line: U251. (4) Drug 1: CN(C)N=NC1=C(NC=N1)C(=O)N. Drug 2: C1CC(C1)(C(=O)O)C(=O)O.[NH2-].[NH2-].[Pt+2]. Cell line: A498. Synergy scores: CSS=9.54, Synergy_ZIP=-3.82, Synergy_Bliss=0.0584, Synergy_Loewe=-2.46, Synergy_HSA=-0.417. (5) Drug 1: COC1=C(C=C2C(=C1)N=CN=C2NC3=CC(=C(C=C3)F)Cl)OCCCN4CCOCC4. Drug 2: C1C(C(OC1N2C=C(C(=O)NC2=O)F)CO)O. Cell line: MDA-MB-231. Synergy scores: CSS=53.4, Synergy_ZIP=13.7, Synergy_Bliss=13.7, Synergy_Loewe=15.1, Synergy_HSA=17.4. (6) Drug 1: C1=CC(=CC=C1C#N)C(C2=CC=C(C=C2)C#N)N3C=NC=N3. Drug 2: C1=CN(C=N1)CC(O)(P(=O)(O)O)P(=O)(O)O. Cell line: SF-539. Synergy scores: CSS=-0.363, Synergy_ZIP=-2.32, Synergy_Bliss=-4.16, Synergy_Loewe=-4.15, Synergy_HSA=-4.79. (7) Drug 1: CC12CCC3C(C1CCC2OP(=O)(O)O)CCC4=C3C=CC(=C4)OC(=O)N(CCCl)CCCl.[Na+]. Drug 2: COCCOC1=C(C=C2C(=C1)C(=NC=N2)NC3=CC=CC(=C3)C#C)OCCOC.Cl. Cell line: NCIH23. Synergy scores: CSS=-16.1, Synergy_ZIP=15.0, Synergy_Bliss=22.8, Synergy_Loewe=-6.87, Synergy_HSA=-0.667.